From a dataset of Reaction yield outcomes from USPTO patents with 853,638 reactions. Predict the reaction yield, written as a fraction of the theoretical maximum amount of product (1.0 means a 100% yield; for example, 0.34 means a 34% yield). (1) The reactants are [Cl:1][C:2]1[CH:22]=[C:21]([Cl:23])[CH:20]=[CH:19][C:3]=1[CH2:4][N:5]1[C:9]([CH2:10][CH2:11][C:12]([OH:14])=O)=[CH:8][C:7]([O:15][CH:16]([CH3:18])[CH3:17])=[N:6]1.[CH2:24]([S:29]([NH2:32])(=[O:31])=[O:30])[CH2:25][CH2:26][CH2:27][CH3:28].N12CCCN=C1CCCCC2. The catalyst is O1CCCC1. The product is [Cl:1][C:2]1[CH:22]=[C:21]([Cl:23])[CH:20]=[CH:19][C:3]=1[CH2:4][N:5]1[C:9]([CH2:10][CH2:11][C:12]([NH:32][S:29]([CH2:24][CH2:25][CH2:26][CH2:27][CH3:28])(=[O:31])=[O:30])=[O:14])=[CH:8][C:7]([O:15][CH:16]([CH3:18])[CH3:17])=[N:6]1. The yield is 0.660. (2) The reactants are [F:1]C1C=CC=CC=1CC(=O)C(OCC)=O.Br[C:17]1[CH:18]=[C:19]([CH:22]=[CH:23][CH:24]=1)[CH2:20]Br.[Mg].[C:26]([O:33]CC)(=O)[C:27]([O:29][CH2:30][CH3:31])=[O:28]. No catalyst specified. The product is [F:1][C:17]1[CH:18]=[C:19]([CH2:20][C:26](=[O:33])[C:27]([O:29][CH2:30][CH3:31])=[O:28])[CH:22]=[CH:23][CH:24]=1. The yield is 0.800. (3) The reactants are [Br:1][C:2]1[C:11]2[C:6](=[CH:7][CH:8]=[CH:9][CH:10]=2)[C:5]([NH2:12])=[N:4][CH:3]=1.C(N([CH2:20][CH3:21])C(C)C)(C)C.[C:22](Cl)(=[O:24])[CH3:23].[OH2:26]. The catalyst is C(Cl)Cl. The product is [C:22]([N:12]([C:5]1[C:6]2[C:11](=[CH:10][CH:9]=[CH:8][CH:7]=2)[C:2]([Br:1])=[CH:3][N:4]=1)[C:20](=[O:26])[CH3:21])(=[O:24])[CH3:23]. The yield is 0.850. (4) The reactants are [CH:1]12[NH:8][CH:5]([CH2:6][CH2:7]1)[CH2:4][CH:3]([C:9]1[N:14]3[N:15]=[C:16]([C:26]4[CH:31]=[CH:30][N:29]=[CH:28][CH:27]=4)[C:17]([C:18]4[CH:19]=[CH:20][C:21]([Cl:25])=[C:22]([OH:24])[CH:23]=4)=[C:13]3[N:12]=[CH:11][CH:10]=1)[CH2:2]2.C(N(CC)CC)C.[C:39](Cl)(=[O:41])[CH3:40]. The catalyst is CN1CCCC1=O.O.ClCCl. The product is [C:39]([N:8]1[CH:1]2[CH2:7][CH2:6][CH:5]1[CH2:4][CH:3]([C:9]1[N:14]3[N:15]=[C:16]([C:26]4[CH:27]=[CH:28][N:29]=[CH:30][CH:31]=4)[C:17]([C:18]4[CH:19]=[CH:20][C:21]([Cl:25])=[C:22]([OH:24])[CH:23]=4)=[C:13]3[N:12]=[CH:11][CH:10]=1)[CH2:2]2)(=[O:41])[CH3:40]. The yield is 0.0700. (5) The reactants are [F:1][CH:2]([F:14])[O:3][C:4]1[CH:9]=[CH:8][C:7]([N+:10]([O-])=O)=[CH:6][C:5]=1[CH3:13].C(O)(=O)C. The catalyst is C(O)C.O.[Fe]. The product is [NH2:10][C:7]1[CH:8]=[CH:9][C:4]([O:3][CH:2]([F:1])[F:14])=[C:5]([CH3:13])[CH:6]=1. The yield is 0.950. (6) The reactants are CS(O[C@@H:6]1[C@@H:11]([CH3:12])[CH2:10][C@@H:9]([C:13]2[CH:18]=[CH:17][N:16]=[CH:15][C:14]=2[NH:19]C(OC(C)(C)C)=O)[CH2:8][C@H:7]1[NH:27][C:28]([O:30][C:31]([CH3:34])([CH3:33])[CH3:32])=[O:29])(=O)=O.[NH:35]1[CH:39]=[N:38][CH:37]=[N:36]1.C([O-])([O-])=O.[Cs+].[Cs+]. The catalyst is CN(C=O)C. The product is [NH2:19][C:14]1[CH:15]=[N:16][CH:17]=[CH:18][C:13]=1[C@H:9]1[CH2:8][C@@H:7]([NH:27][C:28](=[O:29])[O:30][C:31]([CH3:32])([CH3:33])[CH3:34])[C@@H:6]([N:35]2[CH:39]=[N:38][CH:37]=[N:36]2)[C@@H:11]([CH3:12])[CH2:10]1.[NH2:19][C:14]1[CH:15]=[N:16][CH:17]=[CH:18][C:13]=1[C@@H:9]1[CH2:8][C@H:7]([NH:27][C:28](=[O:29])[O:30][C:31]([CH3:32])([CH3:33])[CH3:34])[C@H:6]([N:35]2[CH:39]=[N:38][CH:37]=[N:36]2)[C@H:11]([CH3:12])[CH2:10]1. The yield is 0.190. (7) The reactants are [NH2:1][C:2]1[CH:11]=[CH:10][C:5]([C:6]([O:8][CH3:9])=[O:7])=[CH:4][C:3]=1[F:12].[CH:13]([CH:15]=[CH2:16])=O.C([O-])(O)=O.[Na+]. The catalyst is Cl. The product is [F:12][C:3]1[CH:4]=[C:5]([C:6]([O:8][CH3:9])=[O:7])[CH:10]=[C:11]2[C:2]=1[N:1]=[CH:16][CH:15]=[CH:13]2. The yield is 0.210.